From a dataset of Forward reaction prediction with 1.9M reactions from USPTO patents (1976-2016). Predict the product of the given reaction. (1) Given the reactants F[P-](F)(F)(F)(F)F.N1(OC(N(C)C)=[N+](C)C)C2N=CC=CC=2N=N1.[Br:25][C:26]1[C:34]2[C:29](=[CH:30][CH:31]=[C:32]([C:35](O)=[O:36])[CH:33]=2)[N:28]([C:38]([C:51]2[CH:56]=[CH:55][CH:54]=[CH:53][CH:52]=2)([C:45]2[CH:50]=[CH:49][CH:48]=[CH:47][CH:46]=2)[C:39]2[CH:44]=[CH:43][CH:42]=[CH:41][CH:40]=2)[N:27]=1.[NH2:57][CH:58]1[CH:63]([C:64]2[CH:69]=[CH:68][CH:67]=[C:66]([F:70])[CH:65]=2)[CH2:62][CH2:61][N:60]([C:71]([O:73][C:74]([CH3:77])([CH3:76])[CH3:75])=[O:72])[CH2:59]1.C(N(C(C)C)CC)(C)C, predict the reaction product. The product is: [Br:25][C:26]1[C:34]2[C:29](=[CH:30][CH:31]=[C:32]([C:35]([NH:57][CH:58]3[CH:63]([C:64]4[CH:69]=[CH:68][CH:67]=[C:66]([F:70])[CH:65]=4)[CH2:62][CH2:61][N:60]([C:71]([O:73][C:74]([CH3:77])([CH3:76])[CH3:75])=[O:72])[CH2:59]3)=[O:36])[CH:33]=2)[N:28]([C:38]([C:51]2[CH:56]=[CH:55][CH:54]=[CH:53][CH:52]=2)([C:39]2[CH:40]=[CH:41][CH:42]=[CH:43][CH:44]=2)[C:45]2[CH:50]=[CH:49][CH:48]=[CH:47][CH:46]=2)[N:27]=1. (2) Given the reactants Cl.ClC1C=C2C(=CC=1)OC1(CCNCC1)CC2.C([N:25]1[CH2:30][CH2:29][C:28]2([C:34]3[CH:35]=[CH:36][C:37]([F:39])=[CH:38][C:33]=3[CH2:32][O:31]2)[CH2:27][CH2:26]1)C1C=CC=CC=1.ClC(OCCCl)=O, predict the reaction product. The product is: [F:39][C:37]1[CH:36]=[CH:35][C:34]2[C:28]3([O:31][CH2:32][C:33]=2[CH:38]=1)[CH2:27][CH2:26][NH:25][CH2:30][CH2:29]3. (3) The product is: [CH:2]1([CH2:5][O:6][C:7]2[CH:12]=[CH:11][C:10]([CH3:13])=[CH:9][C:8]=2[C:14]2[C:15]3[NH:23][C:22]([CH3:24])=[C:21]([C:25]([NH:27][CH:28]4[CH2:29][CH2:30][N:31]([C:38](=[O:37])[CH2:39][OH:40])[CH2:32][CH2:33]4)=[O:26])[C:16]=3[N:17]=[C:18]([CH3:20])[N:19]=2)[CH2:3][CH2:4]1. Given the reactants Cl.[CH:2]1([CH2:5][O:6][C:7]2[CH:12]=[CH:11][C:10]([CH3:13])=[CH:9][C:8]=2[C:14]2[C:15]3[NH:23][C:22]([CH3:24])=[C:21]([C:25]([NH:27][CH:28]4[CH2:33][CH2:32][NH:31][CH2:30][CH2:29]4)=[O:26])[C:16]=3[N:17]=[C:18]([CH3:20])[N:19]=2)[CH2:4][CH2:3]1.C([O:37][CH2:38][C:39](Cl)=[O:40])(=O)C, predict the reaction product. (4) Given the reactants [Cl:1][C:2]1[CH:3]=[C:4]([CH:6]=[CH:7][C:8]=1[Cl:9])[NH2:5].[OH-].[Na+].[C:12](Cl)(=[O:17])[C:13]([CH3:16])([CH3:15])[CH3:14], predict the reaction product. The product is: [Cl:1][C:2]1[CH:3]=[C:4]([NH:5][C:12](=[O:17])[C:13]([CH3:16])([CH3:15])[CH3:14])[CH:6]=[CH:7][C:8]=1[Cl:9]. (5) Given the reactants [CH2:1]([N:8]1[CH2:17][CH2:16][C:11]2([C:14](=O)[NH:13][CH2:12]2)[CH2:10][CH2:9]1)[C:2]1[CH:7]=[CH:6][CH:5]=[CH:4][CH:3]=1.[H-].[Al+3].[Li+].[H-].[H-].[H-].[C:24](O[C:24]([O:26][C:27]([CH3:30])([CH3:29])[CH3:28])=[O:25])([O:26][C:27]([CH3:30])([CH3:29])[CH3:28])=[O:25], predict the reaction product. The product is: [CH2:1]([N:8]1[CH2:17][CH2:16][C:11]2([CH2:14][N:13]([C:24]([O:26][C:27]([CH3:30])([CH3:29])[CH3:28])=[O:25])[CH2:12]2)[CH2:10][CH2:9]1)[C:2]1[CH:7]=[CH:6][CH:5]=[CH:4][CH:3]=1.